Dataset: Peptide-MHC class II binding affinity with 134,281 pairs from IEDB. Task: Regression. Given a peptide amino acid sequence and an MHC pseudo amino acid sequence, predict their binding affinity value. This is MHC class II binding data. The peptide sequence is YLGYVIRDLAAMDGG. The MHC is HLA-DQA10201-DQB10402 with pseudo-sequence HLA-DQA10201-DQB10402. The binding affinity (normalized) is 0.898.